From a dataset of Forward reaction prediction with 1.9M reactions from USPTO patents (1976-2016). Predict the product of the given reaction. (1) Given the reactants [BH4-].[Na+].[H][H].[CH3:5][C:6]1[CH:11]=[CH:10][C:9]([N+:12]([O-])=O)=[CH:8][C:7]=1[CH:15]([CH2:41][N+:42]([O-])=O)[CH2:16][C:17]1[N:21]([C:22]([C:35]2[CH:40]=[CH:39][CH:38]=[CH:37][CH:36]=2)([C:29]2[CH:34]=[CH:33][CH:32]=[CH:31][CH:30]=2)[C:23]2[CH:28]=[CH:27][CH:26]=[CH:25][CH:24]=2)[N:20]=[N:19][N:18]=1, predict the reaction product. The product is: [NH2:42][CH2:41][CH:15]([C:7]1[CH:8]=[C:9]([CH:10]=[CH:11][C:6]=1[CH3:5])[NH2:12])[CH2:16][C:17]1[N:21]([C:22]([C:23]2[CH:24]=[CH:25][CH:26]=[CH:27][CH:28]=2)([C:35]2[CH:40]=[CH:39][CH:38]=[CH:37][CH:36]=2)[C:29]2[CH:30]=[CH:31][CH:32]=[CH:33][CH:34]=2)[N:20]=[N:19][N:18]=1. (2) The product is: [F:20][CH2:21][CH2:22][N:4]1[CH2:5][CH2:6][N:1]([C:7]([O:9][C:10]([CH3:13])([CH3:12])[CH3:11])=[O:8])[CH2:2][CH2:3]1. Given the reactants [N:1]1([C:7]([O:9][C:10]([CH3:13])([CH3:12])[CH3:11])=[O:8])[CH2:6][CH2:5][NH:4][CH2:3][CH2:2]1.C([O-])([O-])=O.[K+].[K+].[F:20][CH2:21][CH2:22]I, predict the reaction product. (3) Given the reactants [CH2:1]([N:3]([C@H:25]1[CH2:30][CH2:29][C@H:28]([N:31]([CH2:33][CH2:34][O:35][CH3:36])[CH3:32])[CH2:27][CH2:26]1)[C:4]1[C:5]([CH3:24])=[C:6]([C:21]([OH:23])=O)[CH:7]=[C:8]([C:10]2[CH:15]=[CH:14][C:13]([O:16][CH2:17][CH2:18][O:19][CH3:20])=[CH:12][CH:11]=2)[CH:9]=1)[CH3:2].[CH2:37]([N:39](CC)CC)[CH3:38].C1CN([P+](ON2N=[N:68][C:63]3[CH:64]=[CH:65][CH:66]=[CH:67][C:62]2=3)(N2CCCC2)N2CCCC2)CC1.F[P-](F)(F)(F)(F)F.CS(C)=[O:79], predict the reaction product. The product is: [CH3:38][C:37]1[NH:39][C:67]([CH3:62])=[CH:66][C:65](=[O:79])[C:64]=1[CH2:63][NH:68][C:21]([C:6]1[CH:7]=[C:8]([C:10]2[CH:11]=[CH:12][C:13]([O:16][CH2:17][CH2:18][O:19][CH3:20])=[CH:14][CH:15]=2)[CH:9]=[C:4]([N:3]([CH2:1][CH3:2])[C@H:25]2[CH2:30][CH2:29][C@H:28]([N:31]([CH2:33][CH2:34][O:35][CH3:36])[CH3:32])[CH2:27][CH2:26]2)[C:5]=1[CH3:24])=[O:23].